From a dataset of Forward reaction prediction with 1.9M reactions from USPTO patents (1976-2016). Predict the product of the given reaction. (1) Given the reactants [C:1]([O:5][C:6]([N:8]1[C:16]2[C:11](=[C:12]([N+:17]([O-])=O)[CH:13]=[CH:14][CH:15]=2)[CH:10]=[CH:9]1)=[O:7])([CH3:4])([CH3:3])[CH3:2].CC1C=C2N=C3C(=NC(NC3=O)=O)N(C[C@H](O)[C@H](O)[C@H](O)CO)C2=CC=1C.[H][H].CC(/C=C/N1C2C(=CC=CC=2)C=C1)CCCC(O)(C)C, predict the reaction product. The product is: [C:1]([O:5][C:6]([N:8]1[C:16]2[C:11](=[C:12]([NH2:17])[CH:13]=[CH:14][CH:15]=2)[CH:10]=[CH:9]1)=[O:7])([CH3:4])([CH3:2])[CH3:3]. (2) Given the reactants [OH:1][CH:2]([C:24]1[CH:25]=[CH:26][C:27]([NH:30]C(=O)OC(C)(C)C)=[N:28][CH:29]=1)[C:3]([CH3:23])([N:5]1[CH2:22][CH2:21][C:8]2([C:12](=[O:13])[N:11]([C:14]3[CH2:15][O:16][C:17](=[O:20])[C:18]=3[CH3:19])[CH2:10][CH2:9]2)[CH2:7][CH2:6]1)[CH3:4].FC(F)(F)C(O)=O, predict the reaction product. The product is: [NH2:30][C:27]1[N:28]=[CH:29][C:24]([CH:2]([OH:1])[C:3]([N:5]2[CH2:22][CH2:21][C:8]3([C:12](=[O:13])[N:11]([C:14]4[CH2:15][O:16][C:17](=[O:20])[C:18]=4[CH3:19])[CH2:10][CH2:9]3)[CH2:7][CH2:6]2)([CH3:4])[CH3:23])=[CH:25][CH:26]=1. (3) Given the reactants [Cl:1][C:2]1[CH:7]=[CH:6][C:5]([C:8]([N:15]2[C:23]3[C:18](=[C:19]([NH:25]C(=O)OC(C)(C)C)[CH:20]=[C:21]([F:24])[CH:22]=3)[CH:17]=[CH:16]2)([CH2:13][CH3:14])[C:9]([OH:12])([CH3:11])[CH3:10])=[CH:4][CH:3]=1, predict the reaction product. The product is: [NH2:25][C:19]1[CH:20]=[C:21]([F:24])[CH:22]=[C:23]2[C:18]=1[CH:17]=[CH:16][N:15]2[C:8]([C:5]1[CH:4]=[CH:3][C:2]([Cl:1])=[CH:7][CH:6]=1)([CH2:13][CH3:14])[C:9]([CH3:11])([OH:12])[CH3:10]. (4) Given the reactants [Cl:1][C:2]1[CH:3]=[C:4]2[C:9](=[C:10]([Cl:12])[CH:11]=1)[CH2:8][N:7]([CH:13]1[CH2:15][CH2:14]1)[CH2:6][C@H:5]2[C:16]1[CH:21]=[CH:20][CH:19]=[CH:18][C:17]=1[NH2:22].Cl[C:24]([O:26][C:27]1[CH:32]=[CH:31][CH:30]=[CH:29][CH:28]=1)=[S:25], predict the reaction product. The product is: [Cl:1][C:2]1[CH:3]=[C:4]2[C:9](=[C:10]([Cl:12])[CH:11]=1)[CH2:8][N:7]([CH:13]1[CH2:15][CH2:14]1)[CH2:6][C@H:5]2[C:16]1[CH:21]=[CH:20][CH:19]=[CH:18][C:17]=1[NH:22][C:24](=[S:25])[O:26][C:27]1[CH:32]=[CH:31][CH:30]=[CH:29][CH:28]=1. (5) Given the reactants [C:1]1([CH3:15])[CH:6]=[C:5]([CH3:7])[CH:4]=[C:3]([CH3:8])[C:2]=1[C:9](=[C:13]=[O:14])[C:10](Cl)=[O:11].C[Si](C)(C)[O:18][C:19]([CH2:21][CH2:22][S:23][C:24]1[CH:29]=[CH:28][CH:27]=[CH:26][CH:25]=1)=[CH2:20], predict the reaction product. The product is: [OH:14][C:13]1[CH:20]=[C:19]([CH2:21][CH2:22][S:23][C:24]2[CH:29]=[CH:28][CH:27]=[CH:26][CH:25]=2)[O:18][C:10](=[O:11])[C:9]=1[C:2]1[C:3]([CH3:8])=[CH:4][C:5]([CH3:7])=[CH:6][C:1]=1[CH3:15].